The task is: Predict which catalyst facilitates the given reaction.. This data is from Catalyst prediction with 721,799 reactions and 888 catalyst types from USPTO. (1) Reactant: FC(F)(F)C(O)=O.[C:8]1([CH3:30])[CH:13]=[C:12]([CH3:14])[CH:11]=[C:10]([CH3:15])[C:9]=1[NH:16][CH:17]1[CH2:22][CH2:21][N:20](C(OC(C)(C)C)=O)[CH2:19][CH2:18]1. Product: [C:10]1([CH3:15])[CH:11]=[C:12]([CH3:14])[CH:13]=[C:8]([CH3:30])[C:9]=1[NH:16][CH:17]1[CH2:22][CH2:21][NH:20][CH2:19][CH2:18]1. The catalyst class is: 2. (2) Reactant: [F:1][C:2]1[C:7]([F:8])=[CH:6][CH:5]=[CH:4][C:3]=1[CH2:9][C:10]([OH:12])=[O:11].[N+:13]([O-])([OH:15])=[O:14]. Product: [F:1][C:2]1[C:7]([F:8])=[CH:6][C:5]([N+:13]([O-:15])=[O:14])=[CH:4][C:3]=1[CH2:9][C:10]([OH:12])=[O:11]. The catalyst class is: 65. (3) Reactant: [CH3:1][C:2]1[CH:6]=[C:5]([CH3:7])[N:4]([C:8]2[CH:9]=[C:10]([OH:14])[CH:11]=[CH:12][CH:13]=2)[N:3]=1.I[C:16]1[CH:21]=[CH:20][C:19]([C:22]2[CH:27]=[CH:26][CH:25]=[CH:24][C:23]=2[N+:28]([O-:30])=[O:29])=[CH:18][CH:17]=1.N1C=CC=CC=1C(O)=O.[O-]P([O-])([O-])=O.[K+].[K+].[K+]. The catalyst class is: 156. Product: [CH3:1][C:2]1[CH:6]=[C:5]([CH3:7])[N:4]([C:8]2[CH:13]=[CH:12][CH:11]=[C:10]([O:14][C:16]3[CH:17]=[CH:18][C:19]([C:22]4[CH:27]=[CH:26][CH:25]=[CH:24][C:23]=4[N+:28]([O-:30])=[O:29])=[CH:20][CH:21]=3)[CH:9]=2)[N:3]=1. (4) Reactant: [F:1][C:2]1[CH:7]=[C:6](N)[CH:5]=[CH:4][C:3]=1[NH:9][C:10]1[CH:15]=[CH:14][N:13]=[C:12]2[CH:16]=[C:17]([C:19]3[N:20]=[CH:21][N:22]([CH3:24])[CH:23]=3)[S:18][C:11]=12.[F:25][C:26]1[CH:31]=[CH:30][C:29]([NH:32][C:33]([C:35]2([C:38]([OH:40])=O)[CH2:37][CH2:36]2)=[O:34])=[CH:28][CH:27]=1.CC[N:43](C(C)C)C(C)C.CN(C(ON1N=NC2C=CC=NC1=2)=[N+](C)C)C.F[P-](F)(F)(F)(F)F. Product: [F:1][C:2]1[CH:7]=[C:6]([N:32]([C:29]2[CH:28]=[CH:27][C:26]([F:25])=[CH:31][CH:30]=2)[C:33]([C:35]2([C:38]([NH2:43])=[O:40])[CH2:36][CH2:37]2)=[O:34])[CH:5]=[CH:4][C:3]=1[NH:9][C:10]1[CH:15]=[CH:14][N:13]=[C:12]2[CH:16]=[C:17]([C:19]3[N:20]=[CH:21][N:22]([CH3:24])[CH:23]=3)[S:18][C:11]=12. The catalyst class is: 31. (5) Reactant: [Br:1][C:2]1[C:6]2=[N:7][CH:8]=[CH:9][CH:10]=[C:5]2[NH:4][CH:3]=1.[H-].[Na+].[CH3:13]I. Product: [Br:1][C:2]1[C:6]2=[N:7][CH:8]=[CH:9][CH:10]=[C:5]2[N:4]([CH3:13])[CH:3]=1. The catalyst class is: 18. (6) Reactant: [NH2:1][C:2]1[CH:3]=[C:4]([CH:9]=[CH:10][C:11]=1[O:12][CH3:13])[C:5]([O:7][CH3:8])=[O:6].[OH:14][C:15]1[CH:20]=[C:19]([CH3:21])[O:18][C:17](=O)[CH:16]=1.C([O-])([O-])=O.[Na+].[Na+]. Product: [OH:14][C:15]1[CH:20]=[C:19]([CH3:21])[N:1]([C:2]2[CH:3]=[C:4]([CH:9]=[CH:10][C:11]=2[O:12][CH3:13])[C:5]([O:7][CH3:8])=[O:6])[C:17](=[O:18])[CH:16]=1. The catalyst class is: 262. (7) Reactant: [I:1][C:2]1[N:7]=[N:6][C:5]2[NH:8][CH:9]=[CH:10][C:4]=2[CH:3]=1.C([O-])([O-])=O.[K+].[K+].[C:17]1([S:23](Cl)(=[O:25])=[O:24])[CH:22]=[CH:21][CH:20]=[CH:19][CH:18]=1. Product: [I:1][C:2]1[N:7]=[N:6][C:5]2[N:8]([S:23]([C:17]3[CH:22]=[CH:21][CH:20]=[CH:19][CH:18]=3)(=[O:25])=[O:24])[CH:9]=[CH:10][C:4]=2[CH:3]=1. The catalyst class is: 23.